This data is from Catalyst prediction with 721,799 reactions and 888 catalyst types from USPTO. The task is: Predict which catalyst facilitates the given reaction. (1) Reactant: [CH3:1][O:2][C:3]1[C:21]2=[CH:22][C:6]([CH2:7][CH2:8][CH2:9][CH2:10][C@@H:11]([OH:23])[CH2:12][CH2:13][C:14]3[CH:19]=[CH:18][C:17]([OH:20])=[C:16]2[CH:15]=3)=[C:5]([OH:24])[C:4]=1[O:25][CH3:26].ClCCl.[Cr](Cl)([O-])(=O)=O.[NH+]1C=CC=CC=1. Product: [CH3:1][O:2][C:3]1[C:21]2[C:16]3[CH:15]=[C:14]([CH:19]=[CH:18][C:17]=3[OH:20])[CH2:13][CH2:12][C:11](=[O:23])[CH2:10][CH2:9][CH2:8][CH2:7][C:6](=[C:5]([OH:24])[C:4]=1[O:25][CH3:26])[CH:22]=2. The catalyst class is: 25. (2) Reactant: CS(O[CH2:6][CH2:7][O:8][C:9]1[CH:14]=[CH:13][C:12]([C:15]#[C:16][C:17]2[CH:22]=[CH:21][C:20]([C:23]3[CH:28]=[CH:27][C:26]([Cl:29])=[CH:25][CH:24]=3)=[CH:19][N:18]=2)=[CH:11][C:10]=1[CH3:30])(=O)=O.[F:31][C:32]([F:42])([F:41])[C@@:33]1([OH:40])[CH2:38][CH2:37][NH:36][CH2:35][C@@H:34]1[OH:39].C(N(C(C)C)C(C)C)C. Product: [Cl:29][C:26]1[CH:27]=[CH:28][C:23]([C:20]2[CH:21]=[CH:22][C:17]([C:16]#[C:15][C:12]3[CH:13]=[CH:14][C:9]([O:8][CH2:7][CH2:6][N:36]4[CH2:37][CH2:38][C@@:33]([C:32]([F:31])([F:41])[F:42])([OH:40])[C@@H:34]([OH:39])[CH2:35]4)=[C:10]([CH3:30])[CH:11]=3)=[N:18][CH:19]=2)=[CH:24][CH:25]=1. The catalyst class is: 3. (3) Reactant: [OH-].[K+].[C:3]([CH2:5][C:6]([NH2:8])=[O:7])#[N:4].[Cl:9][C:10]1[CH:15]=[C:14]([F:16])[CH:13]=[CH:12][C:11]=1[C:17]#[C:18][C:19](OCC)=[O:20]. Product: [Cl:9][C:10]1[CH:15]=[C:14]([F:16])[CH:13]=[CH:12][C:11]=1[C:17]1[C:5]([C:3]#[N:4])=[C:6]([OH:7])[N:8]=[C:19]([OH:20])[CH:18]=1. The catalyst class is: 8. (4) Reactant: [NH2:1][C:2]1[CH:7]=[C:6]([C:8]2[N:12]([C:13]3[CH:18]=[CH:17][C:16]([F:19])=[CH:15][CH:14]=3)[N:11]=[C:10]([C:20]([F:23])([F:22])[F:21])[CH:9]=2)[CH:5]=[CH:4][C:3]=1[OH:24].C1N=CN([C:30](N2C=NC=C2)=[O:31])C=1.O. Product: [F:19][C:16]1[CH:15]=[CH:14][C:13]([N:12]2[C:8]([C:6]3[CH:5]=[CH:4][C:3]4[O:24][C:30](=[O:31])[NH:1][C:2]=4[CH:7]=3)=[CH:9][C:10]([C:20]([F:23])([F:22])[F:21])=[N:11]2)=[CH:18][CH:17]=1. The catalyst class is: 26. (5) Reactant: [CH3:1]/[C:2](=[CH:6]\[C:7]1[S:8][CH:9]=[C:10]([C:12]2[CH:17]=[CH:16][CH:15]=[CH:14][CH:13]=2)[CH:11]=1)/[C:3](O)=[O:4].C(N(CC)CC)C.C1(P([N:39]=[N+:40]=[N-:41])(C2C=CC=CC=2)=O)C=CC=CC=1. The catalyst class is: 1. Product: [CH3:1][C:2](=[CH:6][C:7]1[S:8][CH:9]=[C:10]([C:12]2[CH:17]=[CH:16][CH:15]=[CH:14][CH:13]=2)[CH:11]=1)[C:3]([N:39]=[N+:40]=[N-:41])=[O:4]. (6) Reactant: [OH:1][C@H:2]1[C@@H:8]2[CH2:9][CH2:10][CH2:11][N:7]2[C:6](=[O:12])[C:5]2[CH:13]=[CH:14][CH:15]=[C:16](OC)[C:4]=2[N:3]1[C:19]([O:21][CH2:22][C:23]([Cl:26])([Cl:25])[Cl:24])=[O:20].C(OC([N:33]1C[C@H](O)C[C@H]1CO[Si](C(C)(C)C)(C)C)=O)C=C.C(OC1[C@@H]2C=NC3C=CC(OC)=CC=3C(=O)N2CC1=C)CCOC1[C@@H]2C=NC3C=CC(OC)=CC=3C(=O)N2CC1=C. Product: [NH2:33][C:15]1[CH:14]=[CH:13][C:5]2[C:6](=[O:12])[N:7]3[CH2:11][CH2:10][CH2:9][C@H:8]3[C@H:2]([OH:1])[N:3]([C:19]([O:21][CH2:22][C:23]([Cl:24])([Cl:26])[Cl:25])=[O:20])[C:4]=2[CH:16]=1. The catalyst class is: 22. (7) Reactant: [OH:1][CH:2]1[C:29]2[C:24](=[CH:25][CH:26]=[C:27]([C:30]#[N:31])[CH:28]=2)[O:23][C:4]2([CH2:9][CH2:8][N:7]([C:10](=[O:22])[C:11]3[CH:16]=[CH:15][C:14]([C:17]([OH:20])([CH3:19])[CH3:18])=[C:13]([CH3:21])[CH:12]=3)[CH2:6][CH2:5]2)[CH2:3]1.[H-].[Na+].Br[CH:35]([CH3:37])[CH3:36]. Product: [OH:20][C:17]([C:14]1[CH:15]=[CH:16][C:11]([C:10]([N:7]2[CH2:6][CH2:5][C:4]3([CH2:3][CH:2]([O:1][CH:35]([CH3:37])[CH3:36])[C:29]4[C:24](=[CH:25][CH:26]=[C:27]([C:30]#[N:31])[CH:28]=4)[O:23]3)[CH2:9][CH2:8]2)=[O:22])=[CH:12][C:13]=1[CH3:21])([CH3:19])[CH3:18]. The catalyst class is: 3. (8) Reactant: [F:1][C:2]1[CH:7]=[CH:6][C:5]([C@:8]2([CH2:32][C:33]([CH3:37])([CH3:36])[C:34]#[N:35])[O:13][C:12](=[O:14])[N:11]([C@H:15]([C:17]3[CH:22]=[CH:21][C:20](B4OC(C)(C)C(C)(C)O4)=[CH:19][CH:18]=3)[CH3:16])[CH2:10][CH2:9]2)=[CH:4][CH:3]=1.I[C:39]1[CH:44]=[CH:43][N:42]([CH3:45])[C:41](=[O:46])[CH:40]=1.C([O-])([O-])=O.[Cs+].[Cs+]. Product: [F:1][C:2]1[CH:3]=[CH:4][C:5]([C@:8]2([CH2:32][C:33]([CH3:37])([CH3:36])[C:34]#[N:35])[O:13][C:12](=[O:14])[N:11]([C@H:15]([C:17]3[CH:22]=[CH:21][C:20]([C:39]4[CH:44]=[CH:43][N:42]([CH3:45])[C:41](=[O:46])[CH:40]=4)=[CH:19][CH:18]=3)[CH3:16])[CH2:10][CH2:9]2)=[CH:6][CH:7]=1. The catalyst class is: 184.